Task: Predict the product of the given reaction.. Dataset: Forward reaction prediction with 1.9M reactions from USPTO patents (1976-2016) (1) Given the reactants [NH:1]1[CH2:6][CH2:5][CH2:4][CH:3]([CH2:7][C:8]2N=CC=CN=2)[CH2:2]1.BrC1[CH:16]=[N:17][CH:18]=[N:19][CH:20]=1.ICC1CCCN(C(OC(C)(C)C)=O)C1, predict the reaction product. The product is: [NH:1]1[CH2:6][CH2:5][CH2:4][CH:3]([CH2:7][C:8]2[CH:16]=[N:17][CH:18]=[N:19][CH:20]=2)[CH2:2]1. (2) The product is: [OH:16][CH:15]1[C:11]2[C:10]([C:17]([O:19][CH2:20][CH3:21])=[O:18])=[N:9][N:8]([C:4]3[CH:5]=[CH:6][CH:7]=[C:2]([C:23]#[C:22][C@:24]4([OH:31])[CH2:28][CH2:27][N:26]([CH3:29])[C:25]4=[O:30])[CH:3]=3)[C:12]=2[CH2:13][CH2:14]1. Given the reactants Br[C:2]1[CH:3]=[C:4]([N:8]2[C:12]3[CH2:13][CH2:14][CH:15]([OH:16])[C:11]=3[C:10]([C:17]([O:19][CH2:20][CH3:21])=[O:18])=[N:9]2)[CH:5]=[CH:6][CH:7]=1.[C:22]([C@:24]1([OH:31])[CH2:28][CH2:27][N:26]([CH3:29])[C:25]1=[O:30])#[CH:23], predict the reaction product. (3) Given the reactants Br[C:2]1[CH:3]=[C:4]2[C:9](=[CH:10][CH:11]=1)[N:8]=[CH:7][C:6]([C:12]([CH:14]1[CH2:16][CH2:15]1)=[O:13])=[C:5]2[NH:17][C:18]1[CH:19]=[N:20][C:21]([N:24]2[CH2:29][CH2:28][CH2:27][CH:26]([NH:30]C(=O)OC(C)(C)C)[CH2:25]2)=[N:22][CH:23]=1.[Cl:38][C:39]1[CH:44]=[C:43](B2OC(C)(C)C(C)(C)O2)[CH:42]=[C:41]([O:54][CH3:55])[C:40]=1[OH:56], predict the reaction product. The product is: [NH2:30][CH:26]1[CH2:27][CH2:28][CH2:29][N:24]([C:21]2[N:20]=[CH:19][C:18]([NH:17][C:5]3[C:4]4[C:9](=[CH:10][CH:11]=[C:2]([C:43]5[CH:42]=[C:41]([O:54][CH3:55])[C:40]([OH:56])=[C:39]([Cl:38])[CH:44]=5)[CH:3]=4)[N:8]=[CH:7][C:6]=3[C:12]([CH:14]3[CH2:15][CH2:16]3)=[O:13])=[CH:23][N:22]=2)[CH2:25]1. (4) Given the reactants [CH3:1][S:2][C:3]1[N:8]=[C:7]([NH2:9])[CH:6]=[C:5]([C:10]2[CH:15]=[CH:14][CH:13]=[C:12]([C:16]([F:19])([F:18])[F:17])[CH:11]=2)[N:4]=1.C1C(=O)N([I:27])C(=O)C1, predict the reaction product. The product is: [I:27][C:6]1[C:7]([NH2:9])=[N:8][C:3]([S:2][CH3:1])=[N:4][C:5]=1[C:10]1[CH:15]=[CH:14][CH:13]=[C:12]([C:16]([F:19])([F:17])[F:18])[CH:11]=1. (5) Given the reactants [N+](C1C=C([N+]([O-])=O)C=CC=1O)([O-])=O.[NH2:14][N:15]1[CH:25]=[CH:24][C:18]([C:19]([O:21][CH2:22][CH3:23])=[O:20])=[CH:17][CH2:16]1.C(=O)([O-])[O-].[K+].[K+].[C:32]([O:38][CH2:39][CH3:40])(=[O:37])[CH2:33][C:34]([CH3:36])=O, predict the reaction product. The product is: [CH3:36][C:34]1[C:33]([C:32]([O:38][CH2:39][CH3:40])=[O:37])=[C:25]2[CH:24]=[C:18]([C:19]([O:21][CH2:22][CH3:23])=[O:20])[CH:17]=[CH:16][N:15]2[N:14]=1. (6) Given the reactants C[O:2][C:3]1[CH:24]=[CH:23][C:6]([O:7][C:8]2[CH:16]=[CH:15][C:14]3[C:10](=[CH:11][N:12]([C:17]4[CH:18]=[N:19][CH:20]=[CH:21][CH:22]=4)[N:13]=3)[CH:9]=2)=[CH:5][CH:4]=1.N[C@H](C(O)=O)CCSC.[OH-].[Na+].C(=O)(O)[O-].[Na+], predict the reaction product. The product is: [N:19]1[CH:20]=[CH:21][CH:22]=[C:17]([N:12]2[CH:11]=[C:10]3[C:14]([CH:15]=[CH:16][C:8]([O:7][C:6]4[CH:23]=[CH:24][C:3]([OH:2])=[CH:4][CH:5]=4)=[CH:9]3)=[N:13]2)[CH:18]=1. (7) Given the reactants Cl[C:2]1[CH:11]=[C:10]2[C:5]([C:6]([C:12]3[C:17]4[O:18][C:19]5[C:24]([C:16]=4[CH:15]=[C:14]([CH3:26])[CH:13]=3)=[CH:23][CH:22]=[C:21]([CH3:25])[N:20]=5)=[N:7][CH:8]=[N:9]2)=[CH:4][CH:3]=1.[CH:27]1(P(C2CCCCC2)C2C=CC=CC=2C2C(N(C)C)=CC=CC=2N(C)C)[CH2:32]CCC[CH2:28]1.[Br-].C([Zn+])(C)C, predict the reaction product. The product is: [CH:27]([C:2]1[CH:11]=[C:10]2[C:5]([C:6]([C:12]3[C:17]4[O:18][C:19]5[C:24]([C:16]=4[CH:15]=[C:14]([CH3:26])[CH:13]=3)=[CH:23][CH:22]=[C:21]([CH3:25])[N:20]=5)=[N:7][CH:8]=[N:9]2)=[CH:4][CH:3]=1)([CH3:32])[CH3:28].